Dataset: Reaction yield outcomes from USPTO patents with 853,638 reactions. Task: Predict the reaction yield, written as a fraction of the theoretical maximum amount of product (1.0 means a 100% yield; for example, 0.34 means a 34% yield). (1) The reactants are N([O-])=O.[Na+].N[C:6]1[N:7]([C:17]2[C:26]3[C:21](=[CH:22][CH:23]=[CH:24][CH:25]=3)[C:20]([CH:27]3[CH2:29][CH2:28]3)=[CH:19][CH:18]=2)[C:8]([S:11][CH2:12][C:13]([O:15][CH3:16])=[O:14])=[N:9][N:10]=1.ClC(Cl)C(O)=O.ClCCl.C(Br)(Br)[Br:40]. The catalyst is [Cl-].C([N+](CC)(CC)CC)C1C=CC=CC=1. The product is [Br:40][C:6]1[N:7]([C:17]2[C:26]3[C:21](=[CH:22][CH:23]=[CH:24][CH:25]=3)[C:20]([CH:27]3[CH2:29][CH2:28]3)=[CH:19][CH:18]=2)[C:8]([S:11][CH2:12][C:13]([O:15][CH3:16])=[O:14])=[N:9][N:10]=1. The yield is 0.850. (2) The reactants are [CH3:1][N:2]([CH3:18])[C:3](=O)[C@@H:4]1[CH2:8][CH2:7][CH2:6][N:5]1[C:9]([C:11]1[CH:16]=[CH:15][CH:14]=[CH:13][CH:12]=1)=O.[H-].[H-].[H-].[H-].[Li+].[Al+3]. The catalyst is C1COCC1. The product is [CH3:1][N:2]([CH3:18])[CH2:3][C@@H:4]1[CH2:8][CH2:7][CH2:6][N:5]1[CH2:9][C:11]1[CH:16]=[CH:15][CH:14]=[CH:13][CH:12]=1. The yield is 0.940. (3) The reactants are [CH3:1][O:2][C:3]1[CH:18]=[C:17]([N+:19]([O-])=O)[CH:16]=[CH:15][C:4]=1[O:5][CH2:6][C:7]([N:10]1[CH2:14][CH2:13][CH2:12][CH2:11]1)([CH3:9])[CH3:8]. The catalyst is CCOC(C)=O.[Pd]. The product is [CH3:1][O:2][C:3]1[CH:18]=[C:17]([CH:16]=[CH:15][C:4]=1[O:5][CH2:6][C:7]([CH3:9])([N:10]1[CH2:14][CH2:13][CH2:12][CH2:11]1)[CH3:8])[NH2:19]. The yield is 0.930. (4) The reactants are [OH-].[Li+].[CH3:3][O:4][C:5]1[CH:6]=[C:7]([C:13]2[CH:18]=[CH:17][C:16]([C:19]([NH:21][C@@H:22]([CH:27]3[CH2:32][CH2:31][CH2:30][CH2:29][CH2:28]3)[C:23]([O:25]C)=[O:24])=[O:20])=[C:15]([NH:33][C:34]([NH:36][C:37]3[C:42]([CH3:43])=[CH:41][C:40]([CH3:44])=[CH:39][C:38]=3[CH3:45])=[O:35])[CH:14]=2)[CH:8]=[CH:9][C:10]=1[O:11][CH3:12].CO.O. The catalyst is C1COCC1.CCCCCC.C(OCC)(=O)C. The product is [CH3:3][O:4][C:5]1[CH:6]=[C:7]([C:13]2[CH:18]=[CH:17][C:16]([C:19]([NH:21][C@@H:22]([CH:27]3[CH2:28][CH2:29][CH2:30][CH2:31][CH2:32]3)[C:23]([OH:25])=[O:24])=[O:20])=[C:15]([NH:33][C:34]([NH:36][C:37]3[C:38]([CH3:45])=[CH:39][C:40]([CH3:44])=[CH:41][C:42]=3[CH3:43])=[O:35])[CH:14]=2)[CH:8]=[CH:9][C:10]=1[O:11][CH3:12]. The yield is 0.190. (5) The reactants are Br[C:2]1[C:11]2[C:6](=[N:7][CH:8]=[C:9]([C:12]([N:14]3[CH2:19][CH2:18][S:17](=[O:21])(=[O:20])[CH2:16][CH2:15]3)=[O:13])[N:10]=2)[CH:5]=[N:4][CH:3]=1.[Cl:22][C:23]1[CH:28]=[CH:27][C:26](B(O)O)=[CH:25][CH:24]=1.C(=O)([O-])[O-].[Cs+].[Cs+].O1CCOCC1. The catalyst is C1(P([C-]2C=CC=C2)C2C=CC=CC=2)C=CC=CC=1.[C-]1(P(C2C=CC=CC=2)C2C=CC=CC=2)C=CC=C1.[Fe+2].[Pd](Cl)Cl.O. The product is [Cl:22][C:23]1[CH:28]=[CH:27][C:26]([C:2]2[C:11]3[C:6](=[N:7][CH:8]=[C:9]([C:12]([N:14]4[CH2:19][CH2:18][S:17](=[O:21])(=[O:20])[CH2:16][CH2:15]4)=[O:13])[N:10]=3)[CH:5]=[N:4][CH:3]=2)=[CH:25][CH:24]=1. The yield is 0.950. (6) The reactants are Br[C:2]1[C:3](=[O:9])[NH:4][CH:5]=[C:6]([Br:8])[N:7]=1.[NH:10]1[CH2:15][CH2:14][O:13][CH2:12][CH2:11]1. No catalyst specified. The product is [Br:8][C:6]1[N:7]=[C:2]([N:10]2[CH2:15][CH2:14][O:13][CH2:12][CH2:11]2)[C:3](=[O:9])[NH:4][CH:5]=1. The yield is 0.430. (7) The catalyst is CN(C=O)C. The product is [N+:1]([C:4]1[CH:5]=[CH:6][C:7]([CH2:8][N:9]([CH2:25][C:26]2[CH:46]=[CH:45][C:29]3[NH:30][C:31]([C@@H:33]4[CH2:37][CH2:36][CH2:35][N:34]4[C:38]([O:40][C:41]([CH3:42])([CH3:44])[CH3:43])=[O:39])=[N:32][C:28]=3[CH:27]=2)[C:10]2[CH:15]=[CH:14][CH:13]=[CH:12][CH:11]=2)=[CH:16][CH:17]=1)([O-:3])=[O:2]. The reactants are [N+:1]([C:4]1[CH:17]=[CH:16][C:7]([CH2:8][NH:9][C:10]2[CH:15]=[CH:14][CH:13]=[CH:12][CH:11]=2)=[CH:6][CH:5]=1)([O-:3])=[O:2].C([O-])([O-])=O.[K+].[K+].Br[CH2:25][C:26]1[CH:46]=[CH:45][C:29]2[NH:30][C:31]([C@@H:33]3[CH2:37][CH2:36][CH2:35][N:34]3[C:38]([O:40][C:41]([CH3:44])([CH3:43])[CH3:42])=[O:39])=[N:32][C:28]=2[CH:27]=1.O. The yield is 0.286. (8) The reactants are [Cl:1][C:2]1[CH:28]=[CH:27][C:5]2[C:6](=[O:26])[N:7]=[C:8]([C:10]3[CH:15]=[C:14]([CH2:16][CH2:17][C:18]([O:20]C(C)(C)C)=[O:19])[CH:13]=[C:12]([CH3:25])[N:11]=3)[S:9][C:4]=2[CH:3]=1. The catalyst is FC(F)(F)C(O)=O. The product is [Cl:1][C:2]1[CH:28]=[CH:27][C:5]2[C:6](=[O:26])[N:7]=[C:8]([C:10]3[CH:15]=[C:14]([CH2:16][CH2:17][C:18]([OH:20])=[O:19])[CH:13]=[C:12]([CH3:25])[N:11]=3)[S:9][C:4]=2[CH:3]=1. The yield is 0.820. (9) The reactants are C[O:2][C:3]1[CH:4]=[C:5]2[CH:11]=[CH:10][NH:9][C:6]2=[N:7][CH:8]=1.B(Br)(Br)Br. The catalyst is O1CCCC1.C(OCC)(=O)C.O. The product is [NH:9]1[C:6]2=[N:7][CH:8]=[C:3]([OH:2])[CH:4]=[C:5]2[CH:11]=[CH:10]1. The yield is 0.400. (10) The catalyst is CN(C=O)C.O.C(OCC)(=O)C. The product is [CH3:36][O:35][C:33](=[O:34])[CH2:32][CH2:31][CH2:30][N:15]1[CH2:16][CH2:17][CH2:18][C@H:14]1[CH2:13][O:12][C:11]1[CH:19]=[CH:20][C:8]([O:7][C:6]2[CH:21]=[CH:22][C:3]([Cl:2])=[CH:4][CH:5]=2)=[CH:9][CH:10]=1. The yield is 0.630. The reactants are Cl.[Cl:2][C:3]1[CH:22]=[CH:21][C:6]([O:7][C:8]2[CH:20]=[CH:19][C:11]([O:12][CH2:13][C@@H:14]3[CH2:18][CH2:17][CH2:16][NH:15]3)=[CH:10][CH:9]=2)=[CH:5][CH:4]=1.C(=O)([O-])[O-].[K+].[K+].Br[CH2:30][CH2:31][CH2:32][C:33]([O:35][CH3:36])=[O:34].